Task: Predict the reaction yield, written as a fraction of the theoretical maximum amount of product (1.0 means a 100% yield; for example, 0.34 means a 34% yield).. Dataset: Reaction yield outcomes from USPTO patents with 853,638 reactions (1) The reactants are [NH2:1][C:2]1[CH:7]=[C:6]([O:8][C:9]2[CH:14]=[CH:13][C:12]([NH:15][C:16]([C:18]3[C:19](=[O:31])[N:20]([C:25]4[CH:30]=[CH:29][CH:28]=[CH:27][CH:26]=4)[N:21]([CH3:24])[C:22]=3[CH3:23])=[O:17])=[CH:11][C:10]=2[F:32])[CH:5]=[CH:4][N:3]=1.CCN(CC)CC.[CH:40]1([C:43](Cl)=[O:44])[CH2:42][CH2:41]1.C([O-])([O-])=O.[Na+].[Na+]. The catalyst is C(Cl)Cl.O. The product is [CH:40]1([C:43]([NH:1][C:2]2[CH:7]=[C:6]([O:8][C:9]3[CH:14]=[CH:13][C:12]([NH:15][C:16]([C:18]4[C:19](=[O:31])[N:20]([C:25]5[CH:26]=[CH:27][CH:28]=[CH:29][CH:30]=5)[N:21]([CH3:24])[C:22]=4[CH3:23])=[O:17])=[CH:11][C:10]=3[F:32])[CH:5]=[CH:4][N:3]=2)=[O:44])[CH2:42][CH2:41]1. The yield is 0.632. (2) The reactants are [OH:1][C:2]1[CH:9]=[CH:8][C:5]([C:6]#[N:7])=[CH:4][C:3]=1[N+:10]([O-])=O.CCO. The catalyst is [Pd].C(OCC)(=O)C. The product is [NH2:10][C:3]1[CH:4]=[C:5]([CH:8]=[CH:9][C:2]=1[OH:1])[C:6]#[N:7]. The yield is 0.730.